This data is from Catalyst prediction with 721,799 reactions and 888 catalyst types from USPTO. The task is: Predict which catalyst facilitates the given reaction. (1) Reactant: [CH3:1][N:2]1[CH2:6][CH2:5][CH2:4][C:3]1=O.Cl[C:9]1[N:10]([CH2:31][C:32]([F:35])([F:34])[F:33])[C:11]2[C:16]([N:17]=1)=[C:15]([N:18]1[CH2:23][CH2:22][O:21][CH2:20][CH2:19]1)[N:14]=[C:13]([C:24]1[CH:25]=[N:26][C:27]([NH2:30])=[N:28][CH:29]=1)[N:12]=2.[CH:36]([N:39](C(C)C)CC)(C)C. Product: [CH2:4]1[C:5]2([CH2:6][N:2]([C:9]3[N:10]([CH2:31][C:32]([F:35])([F:34])[F:33])[C:11]4[C:16]([N:17]=3)=[C:15]([N:18]3[CH2:19][CH2:20][O:21][CH2:22][CH2:23]3)[N:14]=[C:13]([C:24]3[CH:29]=[N:28][C:27]([NH2:30])=[N:26][CH:25]=3)[N:12]=4)[CH2:1][CH2:36][NH:39]2)[CH2:3]1. The catalyst class is: 61. (2) Reactant: Cl[C:2]1[C:3]2[CH:10]=[CH:9][NH:8][C:4]=2[N:5]=[CH:6][N:7]=1.[CH3:11][O:12][CH2:13][CH2:14][OH:15].[OH-].[K+]. Product: [CH3:11][O:12][CH2:13][CH2:14][O:15][C:2]1[C:3]2[CH:10]=[CH:9][NH:8][C:4]=2[N:5]=[CH:6][N:7]=1. The catalyst class is: 6. (3) Reactant: [NH2:1][C:2]1[N:10]=[CH:9][N:8]=[C:7]2[C:3]=1[N:4]=[CH:5][N:6]2[C@H:11]1[C@@H:15]2[O:16]C(C)(C)[O:18][C@@H:14]2[C@@H:13]([CH2:21][N:22]([CH3:41])[CH2:23][CH2:24][CH2:25][NH:26][C:27]([NH:29][C:30]2[CH:35]=[CH:34][C:33]([Cl:36])=[C:32]([C:37]([F:40])([F:39])[F:38])[CH:31]=2)=[O:28])[O:12]1.C([O-])([O-])=O.[K+].[K+].O. Product: [NH2:1][C:2]1[N:10]=[CH:9][N:8]=[C:7]2[C:3]=1[N:4]=[CH:5][N:6]2[C@@H:11]1[O:12][C@H:13]([CH2:21][N:22]([CH3:41])[CH2:23][CH2:24][CH2:25][NH:26][C:27]([NH:29][C:30]2[CH:35]=[CH:34][C:33]([Cl:36])=[C:32]([C:37]([F:38])([F:40])[F:39])[CH:31]=2)=[O:28])[C@@H:14]([OH:18])[CH:15]1[OH:16]. The catalyst class is: 67. (4) Reactant: [NH2:1][C:2]1[N:7]=[C:6](S(C)=O)[C:5]([C:11]#[N:12])=[C:4]([N:13]2[CH:17]=[CH:16][CH:15]=[N:14]2)[N:3]=1.[CH3:18][C:19]1[CH:20]=[C:21]([CH:24]=[CH:25][C:26]=1[CH3:27])[CH2:22][NH2:23]. Product: [NH2:1][C:2]1[N:7]=[C:6]([NH:23][CH2:22][C:21]2[CH:24]=[CH:25][C:26]([CH3:27])=[C:19]([CH3:18])[CH:20]=2)[C:5]([C:11]#[N:12])=[C:4]([N:13]2[CH:17]=[CH:16][CH:15]=[N:14]2)[N:3]=1. The catalyst class is: 57. (5) The catalyst class is: 40. Reactant: [C:1]1([CH2:7][N:8]2[CH2:13][CH2:12][C:11](=O)[CH2:10][CH2:9]2)[CH:6]=[CH:5][CH:4]=[CH:3][CH:2]=1.[C-:15]#[N:16].[K+].Cl.[CH3:19][NH:20][CH3:21]. Product: [CH3:19][N:20]([CH3:21])[C:11]1([C:15]#[N:16])[CH2:12][CH2:13][N:8]([CH2:7][C:1]2[CH:6]=[CH:5][CH:4]=[CH:3][CH:2]=2)[CH2:9][CH2:10]1.